From a dataset of NCI-60 drug combinations with 297,098 pairs across 59 cell lines. Regression. Given two drug SMILES strings and cell line genomic features, predict the synergy score measuring deviation from expected non-interaction effect. (1) Drug 1: C1=CC(=CC=C1CCCC(=O)O)N(CCCl)CCCl. Drug 2: C1=CC=C(C(=C1)C(C2=CC=C(C=C2)Cl)C(Cl)Cl)Cl. Cell line: HS 578T. Synergy scores: CSS=22.5, Synergy_ZIP=-3.96, Synergy_Bliss=-2.65, Synergy_Loewe=-5.16, Synergy_HSA=-2.44. (2) Drug 1: C1CN(P(=O)(OC1)NCCCl)CCCl. Drug 2: CC1C(C(CC(O1)OC2CC(CC3=C2C(=C4C(=C3O)C(=O)C5=CC=CC=C5C4=O)O)(C(=O)C)O)N)O. Cell line: NCI-H322M. Synergy scores: CSS=38.6, Synergy_ZIP=-2.82, Synergy_Bliss=-3.34, Synergy_Loewe=-56.8, Synergy_HSA=-2.79. (3) Drug 1: CN(CCCl)CCCl.Cl. Drug 2: CC12CCC3C(C1CCC2OP(=O)(O)O)CCC4=C3C=CC(=C4)OC(=O)N(CCCl)CCCl.[Na+]. Cell line: U251. Synergy scores: CSS=14.4, Synergy_ZIP=-12.7, Synergy_Bliss=-12.1, Synergy_Loewe=-31.3, Synergy_HSA=-11.6. (4) Drug 1: CC1C(C(CC(O1)OC2CC(CC3=C2C(=C4C(=C3O)C(=O)C5=C(C4=O)C(=CC=C5)OC)O)(C(=O)C)O)N)O.Cl. Drug 2: CC12CCC3C(C1CCC2OP(=O)(O)O)CCC4=C3C=CC(=C4)OC(=O)N(CCCl)CCCl.[Na+]. Cell line: SNB-75. Synergy scores: CSS=5.19, Synergy_ZIP=-5.03, Synergy_Bliss=-7.57, Synergy_Loewe=-57.4, Synergy_HSA=-6.92. (5) Drug 1: C1CN(CCN1C(=O)CCBr)C(=O)CCBr. Drug 2: COCCOC1=C(C=C2C(=C1)C(=NC=N2)NC3=CC=CC(=C3)C#C)OCCOC.Cl. Cell line: BT-549. Synergy scores: CSS=17.6, Synergy_ZIP=-5.48, Synergy_Bliss=-3.96, Synergy_Loewe=-3.80, Synergy_HSA=-4.79. (6) Drug 1: CN1C(=O)N2C=NC(=C2N=N1)C(=O)N. Drug 2: CC1=C2C(C(=O)C3(C(CC4C(C3C(C(C2(C)C)(CC1OC(=O)C(C(C5=CC=CC=C5)NC(=O)OC(C)(C)C)O)O)OC(=O)C6=CC=CC=C6)(CO4)OC(=O)C)O)C)O. Cell line: RXF 393. Synergy scores: CSS=-2.91, Synergy_ZIP=1.80, Synergy_Bliss=0.538, Synergy_Loewe=-4.13, Synergy_HSA=-4.74. (7) Drug 1: CCCS(=O)(=O)NC1=C(C(=C(C=C1)F)C(=O)C2=CNC3=C2C=C(C=N3)C4=CC=C(C=C4)Cl)F. Drug 2: CC(CN1CC(=O)NC(=O)C1)N2CC(=O)NC(=O)C2. Cell line: OVCAR3. Synergy scores: CSS=23.3, Synergy_ZIP=-3.63, Synergy_Bliss=3.69, Synergy_Loewe=0.712, Synergy_HSA=1.64. (8) Drug 1: CC1=C(C(=CC=C1)Cl)NC(=O)C2=CN=C(S2)NC3=CC(=NC(=N3)C)N4CCN(CC4)CCO. Drug 2: COCCOC1=C(C=C2C(=C1)C(=NC=N2)NC3=CC=CC(=C3)C#C)OCCOC.Cl. Cell line: MCF7. Synergy scores: CSS=1.80, Synergy_ZIP=0.0850, Synergy_Bliss=-0.337, Synergy_Loewe=-1.48, Synergy_HSA=-1.21. (9) Drug 1: C1=CC(=CC=C1C#N)C(C2=CC=C(C=C2)C#N)N3C=NC=N3. Drug 2: CCCCCOC(=O)NC1=NC(=O)N(C=C1F)C2C(C(C(O2)C)O)O. Cell line: CAKI-1. Synergy scores: CSS=-8.08, Synergy_ZIP=3.77, Synergy_Bliss=-1.12, Synergy_Loewe=-8.70, Synergy_HSA=-8.59. (10) Drug 1: CC1=C(C(CCC1)(C)C)C=CC(=CC=CC(=CC(=O)O)C)C. Drug 2: CS(=O)(=O)CCNCC1=CC=C(O1)C2=CC3=C(C=C2)N=CN=C3NC4=CC(=C(C=C4)OCC5=CC(=CC=C5)F)Cl. Cell line: SW-620. Synergy scores: CSS=-3.36, Synergy_ZIP=1.50, Synergy_Bliss=0.323, Synergy_Loewe=-4.30, Synergy_HSA=-4.16.